Dataset: Forward reaction prediction with 1.9M reactions from USPTO patents (1976-2016). Task: Predict the product of the given reaction. (1) Given the reactants C([O:3][C:4]([CH:6]1[CH2:11][CH2:10][N:9]([C:12]([C:14]2[N:15]=[C:16]3[C:21]([C:22]([F:25])([F:24])[F:23])=[CH:20][C:19]([C:26]4[CH:30]=[CH:29][O:28][CH:27]=4)=[CH:18][N:17]3[C:31]=2[Cl:32])=[O:13])[CH2:8][CH2:7]1)=[O:5])C.[Li+].[OH-], predict the reaction product. The product is: [Cl:32][C:31]1[N:17]2[CH:18]=[C:19]([C:26]3[CH:30]=[CH:29][O:28][CH:27]=3)[CH:20]=[C:21]([C:22]([F:25])([F:23])[F:24])[C:16]2=[N:15][C:14]=1[C:12]([N:9]1[CH2:10][CH2:11][CH:6]([C:4]([OH:5])=[O:3])[CH2:7][CH2:8]1)=[O:13]. (2) Given the reactants [CH3:1][O:2][C:3]1[CH:4]=[C:5]2[C:10](=[CH:11][CH:12]=1)[O:9][CH2:8][C:7]([C:13](O)=[O:14])=[CH:6]2.C(N(CC)CC)C.ClC(OCC)=O.[BH4-].[Na+].[Cl-].[NH4+], predict the reaction product. The product is: [CH3:1][O:2][C:3]1[CH:4]=[C:5]2[C:10](=[CH:11][CH:12]=1)[O:9][CH2:8][C:7]([CH2:13][OH:14])=[CH:6]2. (3) Given the reactants [N+:1]([C:4]1[CH:9]=[CH:8][C:7]([N:10]2[CH2:15][CH2:14][CH2:13][CH2:12][CH2:11]2)=[CH:6][C:5]=1[C:16]1[CH:21]=[C:20]([CH:22]([C:24]2[CH:29]=[CH:28][CH:27]=[C:26]([C:30]([F:33])([F:32])[F:31])[CH:25]=2)[OH:23])[CH:19]=[CH:18][N:17]=1)([O-])=O, predict the reaction product. The product is: [NH2:1][C:4]1[CH:9]=[CH:8][C:7]([N:10]2[CH2:15][CH2:14][CH2:13][CH2:12][CH2:11]2)=[CH:6][C:5]=1[C:16]1[CH:21]=[C:20]([CH:22]([C:24]2[CH:29]=[CH:28][CH:27]=[C:26]([C:30]([F:33])([F:32])[F:31])[CH:25]=2)[OH:23])[CH:19]=[CH:18][N:17]=1. (4) Given the reactants C(Cl)(=O)OC.C(N(CC)CC)C.[CH2:13]([C:15]1[C:20]([O:21]C(OC)=O)=[CH:19][C:18]([O:26]C(OC)=O)=[C:17]([C:31]2[CH:36]=[CH:35][CH:34]=[C:33]([OH:37])[CH:32]=2)[C:16]=1[CH2:38][CH2:39][O:40][CH2:41][CH2:42][O:43][CH3:44])[CH3:14].[BH4-].[Na+].N, predict the reaction product. The product is: [CH2:13]([C:15]1[C:20]([OH:21])=[CH:19][C:18]([OH:26])=[C:17]([C:31]2[CH:36]=[CH:35][CH:34]=[C:33]([OH:37])[CH:32]=2)[C:16]=1[CH2:38][CH2:39][O:40][CH2:41][CH2:42][O:43][CH3:44])[CH3:14]. (5) The product is: [CH3:1][O:2][C:3]1[CH:37]=[CH:36][C:6]([CH2:7][N:8]2[CH:16]=[N:15][C:14]3[C:9]2=[N:10][CH:11]=[N:12][C:13]=3[C:17]2[C:18]([O:23][C:24]3[C:33]([CH3:34])=[CH:32][CH:31]=[C:30]4[C:25]=3[CH:26]=[CH:27][N:28]=[C:29]4[Cl:40])=[N:19][CH:20]=[CH:21][CH:22]=2)=[CH:5][CH:4]=1. Given the reactants [CH3:1][O:2][C:3]1[CH:37]=[CH:36][C:6]([CH2:7][N:8]2[CH:16]=[N:15][C:14]3[C:9]2=[N:10][CH:11]=[N:12][C:13]=3[C:17]2[C:18]([O:23][C:24]3[C:33]([CH3:34])=[CH:32][CH:31]=[C:30]4[C:25]=3[CH:26]=[CH:27][NH:28][C:29]4=O)=[N:19][CH:20]=[CH:21][CH:22]=2)=[CH:5][CH:4]=1.P(Cl)(Cl)([Cl:40])=O, predict the reaction product. (6) Given the reactants [CH:1]([Si:4]([CH:47]([CH3:49])[CH3:48])([CH:44]([CH3:46])[CH3:45])[O:5][C@H:6]1[C@H:11]([O:12][Si:13]([CH:20]([CH3:22])[CH3:21])([CH:17]([CH3:19])[CH3:18])[CH:14]([CH3:16])[CH3:15])[CH:10]=[C:9]([C:23]2[CH:28]=[CH:27][N:26]=[CH:25][C:24]=2[N+:29]([O-])=O)[O:8][C@@H:7]1[CH2:32][O:33][Si:34]([CH:41]([CH3:43])[CH3:42])([CH:38]([CH3:40])[CH3:39])[CH:35]([CH3:37])[CH3:36])([CH3:3])[CH3:2], predict the reaction product. The product is: [CH:47]([Si:4]([CH:1]([CH3:3])[CH3:2])([CH:44]([CH3:46])[CH3:45])[O:5][C@H:6]1[C@H:11]([O:12][Si:13]([CH:14]([CH3:15])[CH3:16])([CH:17]([CH3:19])[CH3:18])[CH:20]([CH3:22])[CH3:21])[CH:10]=[C:9]([C:23]2[CH:28]=[CH:27][N:26]=[CH:25][C:24]=2[NH2:29])[O:8][C@@H:7]1[CH2:32][O:33][Si:34]([CH:35]([CH3:37])[CH3:36])([CH:38]([CH3:40])[CH3:39])[CH:41]([CH3:43])[CH3:42])([CH3:48])[CH3:49]. (7) Given the reactants [CH2:1]([S:5][C:6]1[CH:14]=[CH:13][C:12]([S:15]([CH3:18])(=[O:17])=[O:16])=[CH:11][C:7]=1[C:8]([OH:10])=O)[CH:2]([CH3:4])[CH3:3].Cl.[F:20][C:21]([F:34])([F:33])[C:22]1[S:26][C:25]([N:27]2[CH2:32][CH2:31][NH:30][CH2:29][CH2:28]2)=[N:24][CH:23]=1, predict the reaction product. The product is: [CH2:1]([S:5][C:6]1[CH:14]=[CH:13][C:12]([S:15]([CH3:18])(=[O:17])=[O:16])=[CH:11][C:7]=1[C:8]([N:30]1[CH2:31][CH2:32][N:27]([C:25]2[S:26][C:22]([C:21]([F:34])([F:20])[F:33])=[CH:23][N:24]=2)[CH2:28][CH2:29]1)=[O:10])[CH:2]([CH3:3])[CH3:4]. (8) Given the reactants [CH3:1][CH:2]1[CH2:7][CH2:6][CH:5]([NH2:8])[CH2:4][CH2:3]1.C(O[C:14]([NH:16][CH2:17][CH:18]([NH:22]C(OCC1C2C=CC=CC=2C2C1=CC=CC=2)=O)[C:19]([OH:21])=O)=[O:15])(C)(C)C.C(O[C:45]([NH:47]CC(O)=O)=O)(C)(C)C.[CH2:52]([O:59][C:60]1[CH:65]=[CH:64][C:63]([N:66]=[C:67]=[O:68])=[CH:62][CH:61]=1)[C:53]1[CH:58]=[CH:57][CH:56]=[CH:55][CH:54]=1, predict the reaction product. The product is: [NH2:47][CH2:45][C:14]([NH:16][CH2:17][C@H:18]([NH:22][C:67]([NH:66][C:63]1[CH:64]=[CH:65][C:60]([O:59][CH2:52][C:53]2[CH:54]=[CH:55][CH:56]=[CH:57][CH:58]=2)=[CH:61][CH:62]=1)=[O:68])[C:19]([NH:8][CH:5]1[CH2:6][CH2:7][CH:2]([CH3:1])[CH2:3][CH2:4]1)=[O:21])=[O:15]. (9) Given the reactants [N:1]([CH2:4][CH2:5][O:6][CH2:7][CH2:8][O:9][CH2:10][CH2:11][O:12][C:13]1[CH:14]=[C:15]([CH:19]=[C:20]([O:34][CH2:35][CH2:36][O:37][CH2:38][CH2:39][O:40][CH2:41][CH2:42][N:43]=[N+:44]=[N-:45])[C:21]=1[O:22][CH2:23][CH2:24][O:25][CH2:26][CH2:27][O:28][CH2:29][CH2:30][N:31]=[N+:32]=[N-:33])[C:16]([O-:18])=[O:17])=[N+:2]=[N-:3].O.Cl, predict the reaction product. The product is: [N:43]([CH2:42][CH2:41][O:40][CH2:39][CH2:38][O:37][CH2:36][CH2:35][O:34][C:20]1[CH:19]=[C:15]([CH:14]=[C:13]([O:12][CH2:11][CH2:10][O:9][CH2:8][CH2:7][O:6][CH2:5][CH2:4][N:1]=[N+:2]=[N-:3])[C:21]=1[O:22][CH2:23][CH2:24][O:25][CH2:26][CH2:27][O:28][CH2:29][CH2:30][N:31]=[N+:32]=[N-:33])[C:16]([OH:18])=[O:17])=[N+:44]=[N-:45].